This data is from NCI-60 drug combinations with 297,098 pairs across 59 cell lines. The task is: Regression. Given two drug SMILES strings and cell line genomic features, predict the synergy score measuring deviation from expected non-interaction effect. (1) Drug 1: C1=CC(=C2C(=C1NCCNCCO)C(=O)C3=C(C=CC(=C3C2=O)O)O)NCCNCCO. Drug 2: C1CC(=O)NC(=O)C1N2C(=O)C3=CC=CC=C3C2=O. Synergy scores: CSS=25.0, Synergy_ZIP=-5.40, Synergy_Bliss=3.40, Synergy_Loewe=-10.3, Synergy_HSA=2.81. Cell line: MDA-MB-435. (2) Drug 1: CN1CCC(CC1)COC2=C(C=C3C(=C2)N=CN=C3NC4=C(C=C(C=C4)Br)F)OC. Drug 2: C1CCN(CC1)CCOC2=CC=C(C=C2)C(=O)C3=C(SC4=C3C=CC(=C4)O)C5=CC=C(C=C5)O. Cell line: M14. Synergy scores: CSS=3.60, Synergy_ZIP=4.40, Synergy_Bliss=9.72, Synergy_Loewe=6.12, Synergy_HSA=6.56. (3) Drug 1: CC1CCC2CC(C(=CC=CC=CC(CC(C(=O)C(C(C(=CC(C(=O)CC(OC(=O)C3CCCCN3C(=O)C(=O)C1(O2)O)C(C)CC4CCC(C(C4)OC)OCCO)C)C)O)OC)C)C)C)OC. Drug 2: CCN(CC)CCCC(C)NC1=C2C=C(C=CC2=NC3=C1C=CC(=C3)Cl)OC. Cell line: SW-620. Synergy scores: CSS=43.4, Synergy_ZIP=-0.119, Synergy_Bliss=-2.37, Synergy_Loewe=-1.05, Synergy_HSA=-1.30. (4) Drug 1: CC(C1=C(C=CC(=C1Cl)F)Cl)OC2=C(N=CC(=C2)C3=CN(N=C3)C4CCNCC4)N. Drug 2: CC1C(C(CC(O1)OC2CC(OC(C2O)C)OC3=CC4=CC5=C(C(=O)C(C(C5)C(C(=O)C(C(C)O)O)OC)OC6CC(C(C(O6)C)O)OC7CC(C(C(O7)C)O)OC8CC(C(C(O8)C)O)(C)O)C(=C4C(=C3C)O)O)O)O. Cell line: ACHN. Synergy scores: CSS=12.3, Synergy_ZIP=10.7, Synergy_Bliss=17.5, Synergy_Loewe=17.0, Synergy_HSA=17.0. (5) Drug 1: C1=NC2=C(N=C(N=C2N1C3C(C(C(O3)CO)O)O)F)N. Drug 2: C1CN1C2=NC(=NC(=N2)N3CC3)N4CC4. Cell line: COLO 205. Synergy scores: CSS=35.2, Synergy_ZIP=-6.18, Synergy_Bliss=-4.78, Synergy_Loewe=-0.653, Synergy_HSA=0.212. (6) Drug 1: CN(C)C1=NC(=NC(=N1)N(C)C)N(C)C. Synergy scores: CSS=10.4, Synergy_ZIP=-4.94, Synergy_Bliss=5.50, Synergy_Loewe=-21.1, Synergy_HSA=-0.752. Drug 2: C1=CN(C(=O)N=C1N)C2C(C(C(O2)CO)O)O.Cl. Cell line: HS 578T. (7) Cell line: OVCAR-4. Synergy scores: CSS=14.7, Synergy_ZIP=-4.38, Synergy_Bliss=-0.667, Synergy_Loewe=-4.66, Synergy_HSA=-0.883. Drug 1: CC1CCC2CC(C(=CC=CC=CC(CC(C(=O)C(C(C(=CC(C(=O)CC(OC(=O)C3CCCCN3C(=O)C(=O)C1(O2)O)C(C)CC4CCC(C(C4)OC)OCCO)C)C)O)OC)C)C)C)OC. Drug 2: CN(CCCl)CCCl.Cl. (8) Drug 1: CC1=C(C=C(C=C1)NC2=NC=CC(=N2)N(C)C3=CC4=NN(C(=C4C=C3)C)C)S(=O)(=O)N.Cl. Drug 2: C1=NC(=NC(=O)N1C2C(C(C(O2)CO)O)O)N. Cell line: NCIH23. Synergy scores: CSS=-1.20, Synergy_ZIP=-0.938, Synergy_Bliss=-2.41, Synergy_Loewe=-2.18, Synergy_HSA=-2.63. (9) Drug 1: CS(=O)(=O)C1=CC(=C(C=C1)C(=O)NC2=CC(=C(C=C2)Cl)C3=CC=CC=N3)Cl. Drug 2: CC1=C(C=C(C=C1)NC2=NC=CC(=N2)N(C)C3=CC4=NN(C(=C4C=C3)C)C)S(=O)(=O)N.Cl. Cell line: SW-620. Synergy scores: CSS=-1.11, Synergy_ZIP=7.95, Synergy_Bliss=10.7, Synergy_Loewe=-0.437, Synergy_HSA=-0.222.